From a dataset of Forward reaction prediction with 1.9M reactions from USPTO patents (1976-2016). Predict the product of the given reaction. Given the reactants [CH:1]12[CH2:8][CH:5]([CH2:6][CH2:7]1)[C:4](=[O:9])[CH2:3][C:2]2=[O:10].C1(P(C2CCCCC2)C2C=CC=CC=2C2C(C(C)C)=CC(C(C)C)=CC=2C(C)C)CCCCC1.P([O-])([O-])([O-])=O.[K+].[K+].[K+].Br[C:54]1[CH:55]=[C:56]([C:62]2[CH:67]=[CH:66][C:65]([Cl:68])=[CH:64][CH:63]=2)[CH:57]=[CH:58][C:59]=1[CH2:60][CH3:61], predict the reaction product. The product is: [Cl:68][C:65]1[CH:66]=[CH:67][C:62]([C:56]2[CH:55]=[CH:54][C:59]([CH2:60][CH3:61])=[C:58]([CH:3]3[C:4](=[O:9])[CH:5]4[CH2:8][CH:1]([CH2:7][CH2:6]4)[C:2]3=[O:10])[CH:57]=2)=[CH:63][CH:64]=1.